From a dataset of Catalyst prediction with 721,799 reactions and 888 catalyst types from USPTO. Predict which catalyst facilitates the given reaction. (1) Reactant: [CH2:1]([O:4][C:5]([C:8]1[CH:12]=[C:11]([NH:13][C:14]2[C:15]3[CH2:30][CH2:29][CH2:28][C:16]=3[N:17]=[C:18]([N:20]3[CH2:24][CH2:23][CH2:22][CH:21]3[C:25]([OH:27])=[O:26])[N:19]=2)[NH:10][N:9]=1)([CH3:7])[CH3:6])[CH:2]=[CH2:3].[CH3:31]N1CCOCC1.CCN=C=NCCCN(C)C.Cl.C1C=CC2N(O)N=NC=2C=1. Product: [CH2:1]([O:4][C:5]([C:8]1[CH:12]=[C:11]([NH:13][C:14]2[C:15]3[CH2:30][CH2:29][CH2:28][C:16]=3[N:17]=[C:18]([N:20]3[CH2:24][CH2:23][CH2:22][CH:21]3[C:25]([O:27][CH3:31])=[O:26])[N:19]=2)[NH:10][N:9]=1)([CH3:7])[CH3:6])[CH:2]=[CH2:3]. The catalyst class is: 5. (2) Reactant: [C:1]([O:5][C:6](=[O:26])[C:7]([S:10][C:11]1[S:12][CH:13]=[C:14]([CH2:16][CH2:17][O:18][C:19]2[N:20]=[N:21][C:22](Cl)=[CH:23][CH:24]=2)[N:15]=1)([CH3:9])[CH3:8])([CH3:4])([CH3:3])[CH3:2].[F:27][C:28]1[CH:33]=[CH:32][C:31](OB(O)O)=[CH:30][CH:29]=1.C(=O)([O-])[O-].[Na+].[Na+].O. Product: [C:1]([O:5][C:6](=[O:26])[C:7]([S:10][C:11]1[S:12][CH:13]=[C:14]([CH2:16][CH2:17][O:18][C:19]2[N:20]=[N:21][C:22]([C:31]3[CH:32]=[CH:33][C:28]([F:27])=[CH:29][CH:30]=3)=[CH:23][CH:24]=2)[N:15]=1)([CH3:9])[CH3:8])([CH3:4])([CH3:3])[CH3:2]. The catalyst class is: 77. (3) Product: [CH3:1][C:2]1[N:7]=[C:17]([C:18]([OH:20])=[O:19])[C:5]([N:10]2[CH:14]=[CH:13][CH:12]=[N:11]2)=[CH:4][CH:3]=1. The catalyst class is: 5. Reactant: [CH3:1][C:2]1[N:7]=C(C#N)[C:5]([N:10]2[CH:14]=[CH:13][CH:12]=[N:11]2)=[CH:4][CH:3]=1.[OH-].[Na+].[CH3:17][C:18]([OH:20])=[O:19]. (4) The catalyst class is: 600. Product: [F:39][C:21]([F:20])([F:40])[C:22]1[CH:23]=[C:24]([CH:36]=[CH:37][CH:38]=1)[CH2:25][NH:26][C:27](=[O:35])[C:28]1[CH:29]=[CH:30][N:31]=[C:32]([C:6]2[CH:7]=[C:2]([F:1])[CH:3]=[CH:4][C:5]=2[N+:17]([O-:19])=[O:18])[CH:33]=1. Reactant: [F:1][C:2]1[CH:3]=[CH:4][C:5]([N+:17]([O-:19])=[O:18])=[C:6](B2OC(C)(C)C(C)(C)O2)[CH:7]=1.[F:20][C:21]([F:40])([F:39])[C:22]1[CH:23]=[C:24]([CH:36]=[CH:37][CH:38]=1)[CH2:25][NH:26][C:27](=[O:35])[C:28]1[CH:33]=[CH:32][N:31]=[C:30](Cl)[CH:29]=1.CC(C1C=C(C(C)C)C(C2C=CC=CC=2P(C2CCCCC2)C2CCCCC2)=C(C(C)C)C=1)C.[O-]P([O-])([O-])=O.[K+].[K+].[K+]. (5) Reactant: [NH2:1][CH2:2][CH2:3][NH:4][CH2:5][C@@H:6]([NH:9]C(=O)OC(C)(C)C)[CH2:7][OH:8].[ClH:17]. Product: [ClH:17].[ClH:17].[ClH:17].[NH2:9][C@H:6]([CH2:5][NH:4][CH2:3][CH2:2][NH2:1])[CH2:7][OH:8]. The catalyst class is: 6. (6) Reactant: [CH2:1]([O:3][C:4]([CH:6]1[CH2:11][CH2:10][N:9]([C:12]2[N:13]=[CH:14][C:15]([C:18]([OH:20])=O)=[N:16][CH:17]=2)[CH2:8][CH2:7]1)=[O:5])[CH3:2].F[B-](F)(F)F.N1(OC(N(C)C)=[N+](C)C)C2N=CC=CC=2N=N1.C(N(C(C)C)CC)(C)C.[F:52][C:53]([F:71])([F:70])[C:54]1[CH:55]=[C:56]([C:64]2[N:65]=[C:66]([NH2:69])[S:67][CH:68]=2)[CH:57]=[C:58]([C:60]([F:63])([F:62])[F:61])[CH:59]=1.[H-].[Na+]. Product: [F:71][C:53]([F:52])([F:70])[C:54]1[CH:55]=[C:56]([C:64]2[N:65]=[C:66]([NH:69][C:18]([C:15]3[N:16]=[CH:17][C:12]([N:9]4[CH2:8][CH2:7][CH:6]([C:4]([O:3][CH2:1][CH3:2])=[O:5])[CH2:11][CH2:10]4)=[N:13][CH:14]=3)=[O:20])[S:67][CH:68]=2)[CH:57]=[C:58]([C:60]([F:61])([F:63])[F:62])[CH:59]=1. The catalyst class is: 434. (7) Reactant: [CH3:1][O:2][C:3]1[N:8]=[CH:7][C:6]([C:9]2[CH:10]=[N:11][C:12]([N:16]3[CH2:21][CH2:20][O:19][CH2:18][CH2:17]3)=[CH:13][C:14]=2[NH2:15])=[CH:5][CH:4]=1.Cl[C:23]1[C:32]2[C:27](=[CH:28][C:29]([F:34])=[CH:30][C:31]=2[F:33])[N:26]=[C:25]([C:35]2[CH:40]=[CH:39][CH:38]=[CH:37][C:36]=2[S:41]([CH3:44])(=[O:43])=[O:42])[C:24]=1[CH3:45].C1(P(C2CCCCC2)C2(C(C)C)CC(C(C)C)=CC(C(C)C)=C2C2C=CC=CC=2)CCCCC1.CC(C1C=C(C(C)C)C(C2C=CC=CC=2P(C2CCCCC2)C2CCCCC2)=C(C(C)C)C=1)C.CC(C)([O-])C.[Na+]. Product: [F:33][C:31]1[CH:30]=[C:29]([F:34])[CH:28]=[C:27]2[C:32]=1[C:23]([NH:15][C:14]1[CH:13]=[C:12]([N:16]3[CH2:21][CH2:20][O:19][CH2:18][CH2:17]3)[N:11]=[CH:10][C:9]=1[C:6]1[CH:7]=[N:8][C:3]([O:2][CH3:1])=[CH:4][CH:5]=1)=[C:24]([CH3:45])[C:25]([C:35]1[CH:40]=[CH:39][CH:38]=[CH:37][C:36]=1[S:41]([CH3:44])(=[O:43])=[O:42])=[N:26]2. The catalyst class is: 491.